From a dataset of Reaction yield outcomes from USPTO patents with 853,638 reactions. Predict the reaction yield, written as a fraction of the theoretical maximum amount of product (1.0 means a 100% yield; for example, 0.34 means a 34% yield). (1) The reactants are [CH2:1]([N:8]1[CH2:19][CH:18]2[CH2:20][CH:10]([CH2:11][C:12]3[CH:13]=[C:14]([O:21][CH3:22])[CH:15]=[CH:16][C:17]=32)[CH2:9]1)[C:2]1[CH:7]=[CH:6][CH:5]=[CH:4][CH:3]=1.[Br:23]Br. The catalyst is C(Cl)Cl.CC(O)=O. The product is [CH2:1]([N:8]1[CH2:19][CH:18]2[CH2:20][CH:10]([CH2:11][C:12]3[C:13]([Br:23])=[C:14]([O:21][CH3:22])[CH:15]=[CH:16][C:17]=32)[CH2:9]1)[C:2]1[CH:3]=[CH:4][CH:5]=[CH:6][CH:7]=1. The yield is 0.280. (2) The reactants are [CH:1]1([CH2:4][S:5][CH:6]2[CH2:15][CH2:14][C:9]3(OCC[O:10]3)[CH2:8][CH2:7]2)[CH2:3][CH2:2]1.Cl. The catalyst is CC(C)=O. The product is [CH:1]1([CH2:4][S:5][CH:6]2[CH2:15][CH2:14][C:9](=[O:10])[CH2:8][CH2:7]2)[CH2:3][CH2:2]1. The yield is 1.00. (3) The reactants are [NH2:1][CH2:2][CH2:3][CH2:4][C@H:5]([NH:9][C:10]([O:12][CH2:13][C:14]1[CH:19]=[CH:18][CH:17]=[CH:16][CH:15]=1)=[O:11])[C:6]([OH:8])=[O:7].O=[C:21]1[CH2:26][CH2:25][N:24]([C:27]([O:29][C:30]([CH3:33])([CH3:32])[CH3:31])=[O:28])[CH2:23][CH2:22]1.[BH3-]C#N.[Na+]. The catalyst is C1COCC1.O. The product is [CH2:13]([O:12][C:10]([NH:9][C@@H:5]([CH2:4][CH2:3][CH2:2][NH:1][CH:21]1[CH2:26][CH2:25][N:24]([C:27]([O:29][C:30]([CH3:33])([CH3:32])[CH3:31])=[O:28])[CH2:23][CH2:22]1)[C:6]([OH:8])=[O:7])=[O:11])[C:14]1[CH:15]=[CH:16][CH:17]=[CH:18][CH:19]=1. The yield is 1.00. (4) The reactants are Br[C:2]1[C:15]2[C:16]3=[C:17]4[C:12](=[CH:13][CH:14]=2)[CH:11]=[CH:10][C:9](Br)=[C:8]4[CH:7]=[CH:6][C:5]3=[CH:4][CH:3]=1.[CH3:19][C:20]1[CH:21]=[C:22]([NH:26][C:27]2[CH:32]=[CH:31][C:30]([C:33]3([C:46]4[CH:51]=[CH:50][CH:49]=[CH:48][CH:47]=4)[C:45]4[CH:44]=[CH:43][CH:42]=[CH:41][C:40]=4[C:39]4[C:34]3=[CH:35][CH:36]=[CH:37][CH:38]=4)=[CH:29][CH:28]=2)[CH:23]=[CH:24][CH:25]=1.[CH3:52][C:53]([CH3:56])([O-])[CH3:54].[Na+].[C:67](P([C:67]([CH3:70])([CH3:69])[CH3:68])[C:67]([CH3:70])([CH3:69])[CH3:68])([CH3:70])([CH3:69])[CH3:68]. The catalyst is C1C=CC(/C=C/C(/C=C/C2C=CC=CC=2)=O)=CC=1.C1C=CC(/C=C/C(/C=C/C2C=CC=CC=2)=O)=CC=1.[Pd].C1(C)C=CC=CC=1.CCCCCC. The product is [CH3:19][C:20]1[CH:21]=[C:22]([N:26]([C:27]2[CH:28]=[CH:29][C:30]([C:33]3([C:46]4[CH:51]=[CH:50][CH:49]=[CH:48][CH:47]=4)[C:45]4[CH:44]=[CH:43][CH:42]=[CH:41][C:40]=4[C:39]4[C:34]3=[CH:35][CH:36]=[CH:37][CH:38]=4)=[CH:31][CH:32]=2)[C:2]2[C:15]3=[C:16]4[C:17]5[C:12]([CH:13]=[CH:14]3)=[CH:11][CH:10]=[C:9]([N:26]([C:27]3[CH:28]=[CH:29][CH:69]=[C:67]([CH3:68])[CH:70]=3)[C:22]3[CH:23]=[CH:54][C:53]([C:56]6([C:49]7[CH:48]=[CH:47][CH:46]=[CH:51][CH:50]=7)[C:41]7[CH:42]=[CH:43][CH:44]=[CH:45][C:40]=7[C:39]7[C:38]6=[CH:37][CH:36]=[CH:35][CH:34]=7)=[CH:52][CH:21]=3)[C:8]=5[CH:7]=[CH:6][C:5]4=[CH:4][CH:3]=2)[CH:23]=[CH:24][CH:25]=1. The yield is 0.720. (5) The reactants are [F:1][CH:2]([F:25])[O:3][C:4]1[CH:9]=[CH:8][C:7]([CH:10]([NH:14]C(=O)OCC2C=CC=CC=2)[CH2:11][O:12][CH3:13])=[CH:6][CH:5]=1.[H][H]. The catalyst is CO.[Pd]. The product is [F:1][CH:2]([F:25])[O:3][C:4]1[CH:5]=[CH:6][C:7]([CH:10]([NH2:14])[CH2:11][O:12][CH3:13])=[CH:8][CH:9]=1. The yield is 0.940. (6) The reactants are [F:1][C:2]1[CH:7]=[CH:6][C:5]([CH:8]2[CH:17]([C:18]3[N:19]([CH3:25])[C:20]([CH3:24])=[C:21]([CH3:23])[N:22]=3)[C:16](=O)[C:15]3[C:14]([C:27]([O:29]CC)=O)=[CH:13][CH:12]=[CH:11][C:10]=3[NH:9]2)=[CH:4][CH:3]=1.O.[NH2:33][NH2:34]. The catalyst is CO. The product is [F:1][C:2]1[CH:3]=[CH:4][C:5]([CH:8]2[NH:9][C:10]3[C:15]4[C:16](=[N:33][NH:34][C:27](=[O:29])[C:14]=4[CH:13]=[CH:12][CH:11]=3)[CH:17]2[C:18]2[N:19]([CH3:25])[C:20]([CH3:24])=[C:21]([CH3:23])[N:22]=2)=[CH:6][CH:7]=1. The yield is 0.650. (7) The reactants are [OH:1][C:2]1[CH:3]=[CH:4][C:5]2[N:6]([N:8]=[CH:9][C:10]=2[C:11]([O:13][CH2:14][CH3:15])=[O:12])[CH:7]=1.C([O-])([O-])=O.[K+].[K+].Cl[C:23]([F:28])([F:27])C([O-])=O.[Na+]. The catalyst is CN(C=O)C.O.CCOC(C)=O. The product is [F:27][CH:23]([F:28])[O:1][C:2]1[CH:3]=[CH:4][C:5]2[N:6]([N:8]=[CH:9][C:10]=2[C:11]([O:13][CH2:14][CH3:15])=[O:12])[CH:7]=1. The yield is 0.600. (8) The reactants are [Cl:1][C:2]1[C:3]([C:8]2[CH:9]=[C:10]3[C:14](=[C:15]([O:17][CH2:18][CH2:19][C:20]4[CH:25]=[CH:24][CH:23]=[CH:22][N:21]=4)[CH:16]=2)[N:13]([CH2:26][O:27][CH3:28])[N:12]=[C:11]3[NH2:29])=[N:4][CH:5]=[CH:6][CH:7]=1.Cl[C:31]1[CH:36]=[N:35][CH:34]=[CH:33][N:32]=1.C(=O)([O-])[O-].[Cs+].[Cs+].CC1(C)C2C=CC=C(P(C3C=CC=CC=3)C3C=CC=CC=3)C=2OC2C1=CC=CC=2P(C1C=CC=CC=1)C1C=CC=CC=1. The catalyst is O1CCOCC1. The yield is 0.610. The product is [Cl:1][C:2]1[C:3]([C:8]2[CH:9]=[C:10]3[C:14](=[C:15]([O:17][CH2:18][CH2:19][C:20]4[CH:25]=[CH:24][CH:23]=[CH:22][N:21]=4)[CH:16]=2)[N:13]([CH2:26][O:27][CH3:28])[N:12]=[C:11]3[NH:29][C:31]2[CH:36]=[N:35][CH:34]=[CH:33][N:32]=2)=[N:4][CH:5]=[CH:6][CH:7]=1. (9) The reactants are [C:1]([O:5][C:6]([N:8]1[CH2:12][CH2:11][CH2:10][CH:9]1[C:13]1[NH:14][C:15]([C:18]2[CH:31]=[CH:30][C:29]3[C:28]4[C:23](=[CH:24][C:25](Br)=[CH:26][CH:27]=4)[CH2:22][CH2:21][C:20]=3[CH:19]=2)=[CH:16][N:17]=1)=[O:7])([CH3:4])([CH3:3])[CH3:2].[C:33]([O:37][C:38]([N:40]1[CH2:44][CH2:43][CH2:42][CH:41]1[C:45]1[NH:49][C:48]2[CH:50]=[C:51](B3OC(C)(C)C(C)(C)O3)[CH:52]=[CH:53][C:47]=2[N:46]=1)=[O:39])([CH3:36])([CH3:35])[CH3:34].C([O-])(=O)C.[K+]. The catalyst is COCCOC.O.C(OCC)(=O)C.C1C=CC(P(C2C=CC=CC=2)[C-]2C=CC=C2)=CC=1.C1C=CC(P(C2C=CC=CC=2)[C-]2C=CC=C2)=CC=1.Cl[Pd]Cl.[Fe+2].C1C=CC([P]([Pd]([P](C2C=CC=CC=2)(C2C=CC=CC=2)C2C=CC=CC=2)([P](C2C=CC=CC=2)(C2C=CC=CC=2)C2C=CC=CC=2)[P](C2C=CC=CC=2)(C2C=CC=CC=2)C2C=CC=CC=2)(C2C=CC=CC=2)C2C=CC=CC=2)=CC=1. The product is [C:1]([O:5][C:6]([N:8]1[CH2:12][CH2:11][CH2:10][CH:9]1[C:13]1[NH:14][C:15]([C:18]2[CH:31]=[CH:30][C:29]3[C:28]4[C:23](=[CH:24][C:25]([C:51]5[CH:52]=[CH:53][C:47]6[N:46]=[C:45]([CH:41]7[CH2:42][CH2:43][CH2:44][N:40]7[C:38]([O:37][C:33]([CH3:34])([CH3:35])[CH3:36])=[O:39])[NH:49][C:48]=6[CH:50]=5)=[CH:26][CH:27]=4)[CH2:22][CH2:21][C:20]=3[CH:19]=2)=[CH:16][N:17]=1)=[O:7])([CH3:4])([CH3:3])[CH3:2]. The yield is 0.630. (10) The reactants are Br[C:2]1[CH:3]=[CH:4][C:5]([C:8]([NH:10][S:11]([C:14]2[CH:19]=[CH:18][CH:17]=[CH:16][C:15]=2[S:20](=[O:23])(=[O:22])[NH2:21])(=[O:13])=[O:12])=[O:9])=[N:6][CH:7]=1.[CH3:24][C:25]([CH3:29])([CH3:28])[C:26]#[CH:27]. No catalyst specified. The product is [CH3:24][C:25]([CH3:29])([CH3:28])[C:26]#[C:27][C:2]1[CH:3]=[CH:4][C:5]([C:8]([NH:10][S:11]([C:14]2[CH:19]=[CH:18][CH:17]=[CH:16][C:15]=2[S:20](=[O:23])(=[O:22])[NH2:21])(=[O:13])=[O:12])=[O:9])=[N:6][CH:7]=1. The yield is 0.0400.